This data is from Full USPTO retrosynthesis dataset with 1.9M reactions from patents (1976-2016). The task is: Predict the reactants needed to synthesize the given product. The reactants are: [CH3:1][O:2][C:3]1[CH:8]=[CH:7][C:6](OC)=[CH:5][C:4]=1[CH2:11][C:12]([NH:14][C:15]1[CH:56]=[CH:55][C:18]([C:19]([N:21]([CH2:47][C:48]([O:50]C(C)(C)C)=[O:49])[CH2:22][C:23]2[CH:28]=[CH:27][C:26]([C:29]3[O:33][N:32]=[C:31]([C:34]4[CH:39]=[CH:38][C:37]([C:40]5[CH:45]=[CH:44][C:43]([CH3:46])=[CH:42][CH:41]=5)=[CH:36][CH:35]=4)[N:30]=3)=[CH:25][CH:24]=2)=[O:20])=[CH:17][CH:16]=1)=[O:13].[CH3:57][OH:58].[Li+].[OH-]. Given the product [CH3:1][O:2][C:3]1[CH:8]=[CH:7][CH:6]=[C:5]([O:58][CH3:57])[C:4]=1[CH2:11][C:12]([NH:14][C:15]1[CH:16]=[CH:17][C:18]([C:19]([N:21]([CH2:47][C:48]([OH:50])=[O:49])[CH2:22][C:23]2[CH:28]=[CH:27][C:26]([C:29]3[O:33][N:32]=[C:31]([C:34]4[CH:35]=[CH:36][C:37]([C:40]5[CH:45]=[CH:44][C:43]([CH3:46])=[CH:42][CH:41]=5)=[CH:38][CH:39]=4)[N:30]=3)=[CH:25][CH:24]=2)=[O:20])=[CH:55][CH:56]=1)=[O:13], predict the reactants needed to synthesize it.